From a dataset of Reaction yield outcomes from USPTO patents with 853,638 reactions. Predict the reaction yield, written as a fraction of the theoretical maximum amount of product (1.0 means a 100% yield; for example, 0.34 means a 34% yield). (1) The reactants are Cl[C:2]1[CH:9]=[CH:8][C:5]([C:6]#[N:7])=[C:4]([O:10][CH2:11][CH:12]([F:14])[F:13])[N:3]=1.[Br:15][C:16]1[CH:23]=[CH:22][C:21]([OH:24])=[CH:20][C:17]=1[CH:18]=[O:19].C([O-])([O-])=O.[K+].[K+]. The catalyst is CN(C)C=O.O. The product is [Br:15][C:16]1[CH:23]=[CH:22][C:21]([O:24][C:2]2[CH:9]=[CH:8][C:5]([C:6]#[N:7])=[C:4]([O:10][CH2:11][CH:12]([F:14])[F:13])[N:3]=2)=[CH:20][C:17]=1[CH:18]=[O:19]. The yield is 0.900. (2) The reactants are [Cl:1][C:2]1[CH:3]=[C:4]([C:9]2[CH:14]=[CH:13][C:12](/[CH:15]=[CH:16]/[CH2:17][O:18][C:19]3[CH:24]=[CH:23][C:22]([CH2:25][C@H:26]([O:32][CH2:33][CH3:34])[C:27]([O:29]CC)=[O:28])=[CH:21][CH:20]=3)=[CH:11][CH:10]=2)[CH:5]=[C:6]([Cl:8])[CH:7]=1.[OH-].[Na+]. No catalyst specified. The product is [Cl:1][C:2]1[CH:3]=[C:4]([C:9]2[CH:10]=[CH:11][C:12](/[CH:15]=[CH:16]/[CH2:17][O:18][C:19]3[CH:24]=[CH:23][C:22]([CH2:25][C@H:26]([O:32][CH2:33][CH3:34])[C:27]([OH:29])=[O:28])=[CH:21][CH:20]=3)=[CH:13][CH:14]=2)[CH:5]=[C:6]([Cl:8])[CH:7]=1. The yield is 0.670. (3) The reactants are [CH3:1][C:2]([CH3:32])([CH3:31])[C:3](=[O:30])[CH2:4][O:5][C:6]1[CH:11]=[CH:10][C:9]([C:12]([C:17]2[CH:18]=[CH:19][C:20]3[CH:24]=[C:23]([C:25]([OH:27])=[O:26])[S:22][C:21]=3[CH:28]=2)([CH2:15][CH3:16])[CH2:13][CH3:14])=[CH:8][C:7]=1[CH3:29].[BH4-].[Na+]. The catalyst is C1COCC1. The product is [CH2:13]([C:12]([C:17]1[CH:18]=[CH:19][C:20]2[CH:24]=[C:23]([C:25]([OH:27])=[O:26])[S:22][C:21]=2[CH:28]=1)([C:9]1[CH:10]=[CH:11][C:6]([O:5][CH2:4][CH:3]([OH:30])[C:2]([CH3:31])([CH3:32])[CH3:1])=[C:7]([CH3:29])[CH:8]=1)[CH2:15][CH3:16])[CH3:14]. The yield is 0.880. (4) The reactants are Br[C:2]1[CH:7]=[CH:6][C:5]([N:8]([C:13]2[C:32]([CH:33]3[CH2:35][CH2:34]3)=[CH:31][C:16]3[C:17]([C:27]([NH:29][CH3:30])=[O:28])=[C:18]([C:20]4[CH:25]=[CH:24][C:23]([F:26])=[CH:22][CH:21]=4)[O:19][C:15]=3[CH:14]=2)[S:9]([CH3:12])(=[O:11])=[O:10])=[CH:4][C:3]=1[CH:36]([F:38])[F:37].C([O-])(=O)C.[K+].[B:44]1(B2OC(C)(C)C(C)(C)O2)[O:48]C(C)(C)C(C)(C)[O:45]1. The catalyst is O1CCOCC1.CCOC(C)=O.O.C1C=CC(P(C2C=CC=CC=2)[C-]2C=CC=C2)=CC=1.C1C=CC(P(C2C=CC=CC=2)[C-]2C=CC=C2)=CC=1.Cl[Pd]Cl.[Fe+2].C(Cl)Cl. The product is [CH:33]1([C:32]2[C:13]([N:8]([C:5]3[CH:6]=[CH:7][C:2]([B:44]([OH:48])[OH:45])=[C:3]([CH:36]([F:37])[F:38])[CH:4]=3)[S:9]([CH3:12])(=[O:11])=[O:10])=[CH:14][C:15]3[O:19][C:18]([C:20]4[CH:21]=[CH:22][C:23]([F:26])=[CH:24][CH:25]=4)=[C:17]([C:27](=[O:28])[NH:29][CH3:30])[C:16]=3[CH:31]=2)[CH2:34][CH2:35]1. The yield is 0.450. (5) The product is [O:1]([CH2:8][C:9]1[CH:10]=[C:11]([CH:16]=[C:17]([CH2:19][O:20][C:21]2[CH:26]=[CH:25][CH:24]=[CH:23][CH:22]=2)[CH:18]=1)[C:12]([OH:14])=[O:13])[C:2]1[CH:3]=[CH:4][CH:5]=[CH:6][CH:7]=1. The catalyst is C1COCC1. The yield is 0.990. The reactants are [O:1]([CH2:8][C:9]1[CH:10]=[C:11]([CH:16]=[C:17]([CH2:19][O:20][C:21]2[CH:26]=[CH:25][CH:24]=[CH:23][CH:22]=2)[CH:18]=1)[C:12]([O:14]C)=[O:13])[C:2]1[CH:7]=[CH:6][CH:5]=[CH:4][CH:3]=1.[OH-].[Na+].CO. (6) The reactants are [NH2:1][C:2]1[CH:3]=[N:4][CH:5]=[CH:6][C:7]=1[Cl:8].[CH3:9][C:10]1[C:11]([C:19]2[S:23][C:22]([C:24](Cl)=[O:25])=[CH:21][CH:20]=2)=[N:12][O:13][C:14]=1[C:15]([F:18])([F:17])[F:16]. The catalyst is C1COCC1. The product is [Cl:8][C:7]1[CH:6]=[CH:5][N:4]=[CH:3][C:2]=1[NH:1][C:24]([C:22]1[S:23][C:19]([C:11]2[C:10]([CH3:9])=[C:14]([C:15]([F:17])([F:18])[F:16])[O:13][N:12]=2)=[CH:20][CH:21]=1)=[O:25]. The yield is 0.160.